Task: Predict which catalyst facilitates the given reaction.. Dataset: Catalyst prediction with 721,799 reactions and 888 catalyst types from USPTO (1) Reactant: [C:1]([NH:4][C:5]1[C:22]([N+:23]([O-])=O)=[CH:21][C:8]([O:9][CH2:10][C:11]2[CH:20]=[CH:19][CH:18]=[CH:17][C:12]=2[C:13]([O:15][CH3:16])=[O:14])=[CH:7][C:6]=1[CH3:26])(=O)[CH3:2].O1CCCC1.CO. Product: [CH3:2][C:1]1[NH:23][C:22]2[CH:21]=[C:8]([O:9][CH2:10][C:11]3[CH:20]=[CH:19][CH:18]=[CH:17][C:12]=3[C:13]([O:15][CH3:16])=[O:14])[CH:7]=[C:6]([CH3:26])[C:5]=2[N:4]=1. The catalyst class is: 770. (2) The catalyst class is: 4. Product: [N:10]1([C:7]([CH:4]2[CH2:5][CH2:6][O:1][CH2:2][CH2:3]2)=[O:8])[CH2:15][CH2:14][NH:13][CH2:12][CH2:11]1. Reactant: [O:1]1[CH2:6][CH2:5][CH:4]([C:7](Cl)=[O:8])[CH2:3][CH2:2]1.[N:10]1(C(OC(C)(C)C)=O)[CH2:15][CH2:14][NH:13][CH2:12][CH2:11]1.C(N(CC)CC)C.Cl. (3) Reactant: [CH3:1][O:2][C:3]1[CH:9]=[CH:8][C:6]([NH2:7])=[CH:5][CH:4]=1.[CH2:10]=O.[ClH:12].[CH2:13]([N:15]([CH2:30][CH3:31])[C:16]1[CH:21]=[CH:20][C:19]([C:22]([C:24]2[CH:29]=[CH:28][CH:27]=[CH:26][N:25]=2)=O)=[CH:18][CH:17]=1)[CH3:14]. Product: [Cl-:12].[CH2:13]([N:15]([CH2:30][CH3:31])[C:16]1[CH:21]=[CH:20][C:19]([C:22]2[N:7]([C:6]3[CH:8]=[CH:9][C:3]([O:2][CH3:1])=[CH:4][CH:5]=3)[CH:10]=[N+:25]3[CH:26]=[CH:27][CH:28]=[CH:29][C:24]=23)=[CH:18][CH:17]=1)[CH3:14]. The catalyst class is: 8. (4) Reactant: [Br:1][C:2]1[CH:3]=[C:4]([CH2:8][CH:9]([OH:15])[CH:10]([N+:12]([O-])=O)[CH3:11])[CH:5]=[CH:6][CH:7]=1.O. Product: [NH2:12][CH:10]([CH3:11])[CH:9]([OH:15])[CH2:8][C:4]1[CH:5]=[CH:6][CH:7]=[C:2]([Br:1])[CH:3]=1. The catalyst class is: 447.